Dataset: Reaction yield outcomes from USPTO patents with 853,638 reactions. Task: Predict the reaction yield, written as a fraction of the theoretical maximum amount of product (1.0 means a 100% yield; for example, 0.34 means a 34% yield). (1) The reactants are P(Br)(Br)([Br:3])=O.[CH:6]1([N:11]2[C:16]3[N:17]=[C:18]([S:21][CH3:22])[N:19]=[CH:20][C:15]=3[C:14](O)=[CH:13][C:12]2=[O:24])[CH2:10][CH2:9][CH2:8][CH2:7]1. The catalyst is ClC(Cl)C. The product is [Br:3][C:14]1[C:15]2[CH:20]=[N:19][C:18]([S:21][CH3:22])=[N:17][C:16]=2[N:11]([CH:6]2[CH2:10][CH2:9][CH2:8][CH2:7]2)[C:12](=[O:24])[CH:13]=1. The yield is 0.500. (2) The reactants are [F:1][C:2]1([F:8])[CH2:5][CH:4]([CH2:6][OH:7])[CH2:3]1.ClCCl.C(N(CC)CC)C.[CH3:19][S:20](Cl)(=[O:22])=[O:21]. The catalyst is O. The product is [CH3:19][S:20]([O:7][CH2:6][CH:4]1[CH2:5][C:2]([F:8])([F:1])[CH2:3]1)(=[O:22])=[O:21]. The yield is 1.00. (3) The reactants are [N:1]1[CH:6]=[CH:5][CH:4]=[CH:3][C:2]=1[C:7]1[S:11][C:10]([C:12]2[CH:13]=[N:14][CH:15]=[CH:16][CH:17]=2)=[N:9][CH:8]=1.[Cl:18]N1C(=O)CCC1=O. The catalyst is CN(C=O)C. The product is [Cl:18][C:8]1[N:9]=[C:10]([C:12]2[CH:13]=[N:14][CH:15]=[CH:16][CH:17]=2)[S:11][C:7]=1[C:2]1[CH:3]=[CH:4][CH:5]=[CH:6][N:1]=1. The yield is 0.330. (4) The reactants are [O:1]=[S:2]1(=[O:33])[C:8]2[CH:9]=[C:10]([O:14][CH2:15][C:16]([OH:18])=[O:17])[C:11](Br)=[CH:12][C:7]=2[N:6]([C:19]2[CH:24]=[CH:23][CH:22]=[CH:21][CH:20]=2)[CH2:5][C:4]([CH2:29][CH2:30][CH2:31][CH3:32])([CH2:25][CH2:26][CH2:27][CH3:28])[CH2:3]1.[CH3:34][S-:35].[Na+].C(O)(=O)C. The catalyst is CN(C=O)C. The product is [O:1]=[S:2]1(=[O:33])[C:8]2[CH:9]=[C:10]([O:14][CH2:15][C:16]([OH:18])=[O:17])[C:11]([S:35][CH3:34])=[CH:12][C:7]=2[N:6]([C:19]2[CH:24]=[CH:23][CH:22]=[CH:21][CH:20]=2)[CH2:5][C:4]([CH2:29][CH2:30][CH2:31][CH3:32])([CH2:25][CH2:26][CH2:27][CH3:28])[CH2:3]1. The yield is 0.960.